Task: Binary Classification. Given a miRNA mature sequence and a target amino acid sequence, predict their likelihood of interaction.. Dataset: Experimentally validated miRNA-target interactions with 360,000+ pairs, plus equal number of negative samples (1) The miRNA is hsa-miR-4304 with sequence CCGGCAUGUCCAGGGCA. The protein sequence of the target gene is MAWNSPSRRPVWQGGAPREDGGARGVWLPSSGQVSAQRTGRRLVGLEPTPTGSLTPRPPRPVPGMPRARKGNTLRKGGQRRGGGARSSAQADSGSSDDEAASEARSTASECPSLLSTTAEDSLGGDVVDEQGQQEDLEEKLKEYVDCLTDKSAKTRQGALESLRLALASRLLPDFLLERRLTLADALEKCLKKGKGEEQALAAAVLGLLCVQLGPGPKGEELFHSLQPLLVSVLSDSTASPAARLHCASALGLGCYVAAADIQDLVSCLACLESVFSRFYGLGGSSTSPVVPASLHGLLS.... Result: 0 (no interaction). (2) The protein sequence of the target gene is MSAQRLISNRTSQQSASNSDYTWEYEYYEIGPVSFEGLKAHKYSIVIGFWVGLAVFVIFMFFVLTLLTKTGAPHQDNAESSEKRFRMNSFVSDFGRPLEPDKVFSRQGNEESRSLFHCYINEVERLDRAKACHQTTALDSDVQLQEAIRSSGQPEEELNRLMKFDIPNFVNTDQNYFGEDDLLISEPPIVLETKPLSQTSHKDLD. Result: 0 (no interaction). The miRNA is hsa-miR-564 with sequence AGGCACGGUGUCAGCAGGC.